This data is from Catalyst prediction with 721,799 reactions and 888 catalyst types from USPTO. The task is: Predict which catalyst facilitates the given reaction. (1) Reactant: [NH2:1][C:2]1[CH:7]=[CH:6][C:5]([N:8]2[CH2:13][CH2:12][O:11][CH2:10][C:9]2=[O:14])=[CH:4][CH:3]=1.[CH3:15][O:16][C:17](=[O:20])[CH2:18]Br.C([O-])([O-])=O.[K+].[K+].O. Product: [CH3:15][O:16][C:17](=[O:20])[CH2:18][NH:1][C:2]1[CH:3]=[CH:4][C:5]([N:8]2[CH2:13][CH2:12][O:11][CH2:10][C:9]2=[O:14])=[CH:6][CH:7]=1. The catalyst class is: 3. (2) Reactant: [F:1][C:2]([F:11])([F:10])[C:3]1[CH:4]=[CH:5][C:6]([NH2:9])=[N:7][CH:8]=1.[C:12]([C:14]1[CH:15]=[C:16]([CH:19]=[CH:20][CH:21]=1)[CH:17]=O)#[CH:13].O.C1(C)C=CC(S(O)(=O)=O)=CC=1.[N+:34]([CH:36]([CH3:38])[CH3:37])#[C-:35]. Product: [C:12]([C:14]1[CH:15]=[C:16]([C:17]2[N:9]=[C:6]3[CH:5]=[CH:4][C:3]([C:2]([F:1])([F:10])[F:11])=[CH:8][N:7]3[C:35]=2[NH:34][CH:36]([CH3:38])[CH3:37])[CH:19]=[CH:20][CH:21]=1)#[CH:13]. The catalyst class is: 24. (3) Reactant: Cl.[CH3:2][Si:3]([C:6]#[C:7][C:8]1([NH2:12])[CH2:11][O:10][CH2:9]1)([CH3:5])[CH3:4].[CH3:13][C:14]([O:17][C:18](O[C:18]([O:17][C:14]([CH3:16])([CH3:15])[CH3:13])=[O:19])=[O:19])([CH3:16])[CH3:15]. Product: [CH3:2][Si:3]([C:6]#[C:7][C:8]1([NH:12][C:18](=[O:19])[O:17][C:14]([CH3:16])([CH3:15])[CH3:13])[CH2:9][O:10][CH2:11]1)([CH3:4])[CH3:5]. The catalyst class is: 326. (4) Reactant: [CH3:1][C:2]1[C:7]([CH3:8])=[CH:6][C:5]([CH3:9])=[CH:4][N+:3]=1[O-:10].S(=O)(=O)(O)O.[N+:16]([O-])([OH:18])=[O:17].C(=O)([O-])O.[NH4+]. Product: [N+:16]([C:6]1[C:5]([CH3:9])=[CH:4][N+:3]([O-:10])=[C:2]([CH3:1])[C:7]=1[CH3:8])([O-:18])=[O:17]. The catalyst class is: 84. (5) Reactant: [C:1]1([C@H:7]2[CH2:11][O:10][C:9](=[O:12])[NH:8]2)[CH:6]=[CH:5][CH:4]=[CH:3][CH:2]=1.[Li]CCCC.[C:18](Cl)(=[O:22])/[CH:19]=[CH:20]/[CH3:21]. Product: [C:18]([N:8]1[C@@H:7]([C:1]2[CH:2]=[CH:3][CH:4]=[CH:5][CH:6]=2)[CH2:11][O:10][C:9]1=[O:12])(=[O:22])/[CH:19]=[CH:20]/[CH3:21]. The catalyst class is: 1. (6) Reactant: [F:1][C:2]1[CH:3]=[C:4]([CH2:9][C:10]([OH:12])=O)[CH:5]=[C:6]([F:8])[CH:7]=1.C(Cl)(=O)C([Cl:16])=O.CN(C=O)C. Product: [F:1][C:2]1[CH:3]=[C:4]([CH2:9][C:10]([Cl:16])=[O:12])[CH:5]=[C:6]([F:8])[CH:7]=1. The catalyst class is: 2. (7) Reactant: [BH4-].[Na+].[F:3][C:4]1[CH:5]=[C:6]([CH:10]=[C:11]([N+:15]([O-])=O)[C:12]=1[O:13][CH3:14])[C:7]([NH2:9])=[O:8].O. Product: [NH2:15][C:11]1[CH:10]=[C:6]([CH:5]=[C:4]([F:3])[C:12]=1[O:13][CH3:14])[C:7]([NH2:9])=[O:8]. The catalyst class is: 652.